This data is from Experimentally validated miRNA-target interactions with 360,000+ pairs, plus equal number of negative samples. The task is: Binary Classification. Given a miRNA mature sequence and a target amino acid sequence, predict their likelihood of interaction. (1) The miRNA is mmu-miR-9-3p with sequence AUAAAGCUAGAUAACCGAAAGU. The protein sequence of the target gene is MDERRGKERVQWTTTIIISSSLKSYEIATALENRSHKVRYSDTLESGSIVFSLSGVAFLLMDAKECMTSAEEIFVTKIEKFINIHQNSFLVLFAPLHGPEEWSLMFRIHQRFLGSNLRILPVHNTVNALDLMCTIAKTTSKPHIDSICYRMITTKAYIIEQSPVWRTLQKIKLSSDSVSADSGE. Result: 0 (no interaction). (2) The miRNA is hsa-miR-412-5p with sequence UGGUCGACCAGUUGGAAAGUAAU. The protein sequence of the target gene is MAGEITETGELYSPYVGLVYMFNLIVGTGALTMPKAFATAGWLVSLVLLVFVGFMSFVTTTFAMEAMAAANAQLRWKRMETHKEEDDEDSSTASDSDLLSQDNYERAEKRPILSVQRRSSANLFEITDRVEMGQMASMFFNKVGVNLFYFCIITYLYGDLAIYAAAVPVSLMQVTCSVSGNDSCGVDTDARYNDTDLCWGPLRRVDVYRIYLAIFTVLLGPFTFFDVQKTKYLQILTSMMRWIAFAIMIVLALVRIGKGQGEGHPPLANFLGVQNLFGVCVYSFMCQHSLPSLITPISSK.... Result: 0 (no interaction).